This data is from Forward reaction prediction with 1.9M reactions from USPTO patents (1976-2016). The task is: Predict the product of the given reaction. (1) Given the reactants [CH3:1][N:2]([CH2:4][C@H:5]1O[CH2:9][C@@H:8]([CH3:11])[N:7]([C:12]2[N:17]=[C:16]([NH:18][CH3:19])[N:15]=[C:14]([C:20]3[CH:27]=[CH:26][C:23]([C:24]#[N:25])=[C:22](F)[CH:21]=3)[CH:13]=2)[CH2:6]1)[CH3:3].[OH2:29].[NH2:30][NH2:31], predict the reaction product. The product is: [CH3:1][N:2]([CH2:4][C@H:5]1[O:29][CH2:11][C@@H:8]([CH3:9])[N:7]([C:12]2[N:17]=[C:16]([NH:18][CH3:19])[N:15]=[C:14]([C:20]3[CH:27]=[C:26]4[C:23]([C:24]([NH2:25])=[N:30][NH:31]4)=[CH:22][CH:21]=3)[CH:13]=2)[CH2:6]1)[CH3:3]. (2) Given the reactants [F:1][C:2]1[CH:3]=[C:4]([CH:9]=[CH:10][C:11]=1[C:12]1[CH:13]=[C:14]2[C:19](=[CH:20][CH:21]=1)[C:18](=[O:22])[N:17]([CH2:23][CH2:24][N:25]1[CH2:29][CH2:28][CH2:27][C@H:26]1[CH3:30])[CH2:16][CH2:15]2)[C:5]([O:7]C)=[O:6], predict the reaction product. The product is: [F:1][C:2]1[CH:3]=[C:4]([CH:9]=[CH:10][C:11]=1[C:12]1[CH:13]=[C:14]2[C:19](=[CH:20][CH:21]=1)[C:18](=[O:22])[N:17]([CH2:23][CH2:24][N:25]1[CH2:29][CH2:28][CH2:27][C@H:26]1[CH3:30])[CH2:16][CH2:15]2)[C:5]([OH:7])=[O:6]. (3) Given the reactants S(C)C.[CH2:4]([Mg]Br)[CH3:5].[B-](F)(F)(F)[O+](C)C.[Cl:15][C:16]1[CH:21]=[CH:20][C:19]([S:22]([N:25]2[CH:30]=[CH:29][C:28](=[O:31])[CH2:27][CH:26]2[C:32]([O:34][CH2:35][CH3:36])=[O:33])(=[O:24])=[O:23])=[CH:18][CH:17]=1, predict the reaction product. The product is: [Cl:15][C:16]1[CH:21]=[CH:20][C:19]([S:22]([N:25]2[CH:30]([CH2:4][CH3:5])[CH2:29][C:28](=[O:31])[CH2:27][CH:26]2[C:32]([O:34][CH2:35][CH3:36])=[O:33])(=[O:23])=[O:24])=[CH:18][CH:17]=1. (4) Given the reactants [N+:1]([C:4]1[CH:5]=[N:6][NH:7][C:8]=1[C:9]([O:11][CH2:12][CH3:13])=[O:10])([O-])=O, predict the reaction product. The product is: [NH2:1][C:4]1[CH:5]=[N:6][NH:7][C:8]=1[C:9]([O:11][CH2:12][CH3:13])=[O:10]. (5) Given the reactants [Br:1][C:2]1[CH:20]=[CH:19][C:5]([C:6]([NH:8][CH2:9][CH2:10][C:11]2[CH:16]=[CH:15][CH:14]=[C:13]([O:17][CH3:18])[CH:12]=2)=O)=[CH:4][CH:3]=1.P(Cl)(Cl)(Cl)(Cl)[Cl:22].CCCCCC, predict the reaction product. The product is: [ClH:22].[Br:1][C:2]1[CH:20]=[CH:19][C:5]([C:6]2[C:16]3[C:11](=[CH:12][C:13]([O:17][CH3:18])=[CH:14][CH:15]=3)[CH2:10][CH2:9][N:8]=2)=[CH:4][CH:3]=1. (6) Given the reactants [Mn]([O-])(=O)(=O)=[O:2].[K+].[CH3:7][O:8][C:9]1[C:10]([N+:19]([O-:21])=[O:20])=[C:11]([CH:14]=[CH:15][C:16]=1[O:17][CH3:18])[CH:12]=[O:13], predict the reaction product. The product is: [CH3:7][O:8][C:9]1[C:10]([N+:19]([O-:21])=[O:20])=[C:11]([CH:14]=[CH:15][C:16]=1[O:17][CH3:18])[C:12]([OH:2])=[O:13]. (7) Given the reactants [CH3:1][O:2][C:3]1[CH:12]=[C:11]2[C:6]([CH:7]=[C:8]([C:14]([NH:16][C:17]3[CH:18]=[C:19]([CH:40]=[CH:41][C:42]=3[CH3:43])[C:20]([NH:22][C@@H:23]([C:34]3[CH:39]=[CH:38][CH:37]=[CH:36][CH:35]=3)[CH2:24][CH2:25][NH:26]C(=O)OC(C)(C)C)=[O:21])=[O:15])[C:9](=[O:13])[NH:10]2)=[CH:5][C:4]=1[O:44][CH2:45][CH2:46][O:47][CH3:48].[C:49]([OH:55])([C:51]([F:54])([F:53])[F:52])=[O:50], predict the reaction product. The product is: [F:52][C:51]([F:54])([F:53])[C:49]([OH:55])=[O:50].[NH2:26][CH2:25][CH2:24][C@@H:23]([NH:22][C:20]([C:19]1[CH:40]=[CH:41][C:42]([CH3:43])=[C:17]([NH:16][C:14]([C:8]2[C:9](=[O:13])[NH:10][C:11]3[C:6]([CH:7]=2)=[CH:5][C:4]([O:44][CH2:45][CH2:46][O:47][CH3:48])=[C:3]([O:2][CH3:1])[CH:12]=3)=[O:15])[CH:18]=1)=[O:21])[C:34]1[CH:35]=[CH:36][CH:37]=[CH:38][CH:39]=1. (8) Given the reactants Cl[C:2]1[N:7]=[CH:6][N:5]=[C:4]([C:8]2[CH:9]=[CH:10][C:11]([O:16][CH:17]3[CH2:22][CH2:21][O:20][CH2:19][CH2:18]3)=[C:12]([CH:15]=2)[C:13]#[N:14])[N:3]=1.[CH3:23][O:24][C:25]1[CH:26]=[C:27]([CH:29]=[CH:30][C:31]=1[N:32]1[CH2:37][CH2:36][N:35]([CH3:38])[CH2:34][CH2:33]1)[NH2:28].C(N(CC)C(C)C)(C)C, predict the reaction product. The product is: [CH3:23][O:24][C:25]1[CH:26]=[C:27]([NH:28][C:2]2[N:7]=[CH:6][N:5]=[C:4]([C:8]3[CH:9]=[CH:10][C:11]([O:16][CH:17]4[CH2:22][CH2:21][O:20][CH2:19][CH2:18]4)=[C:12]([CH:15]=3)[C:13]#[N:14])[N:3]=2)[CH:29]=[CH:30][C:31]=1[N:32]1[CH2:33][CH2:34][N:35]([CH3:38])[CH2:36][CH2:37]1.